The task is: Regression. Given a peptide amino acid sequence and an MHC pseudo amino acid sequence, predict their binding affinity value. This is MHC class I binding data.. This data is from Peptide-MHC class I binding affinity with 185,985 pairs from IEDB/IMGT. (1) The peptide sequence is KEKDMTKEF. The MHC is HLA-A02:03 with pseudo-sequence HLA-A02:03. The binding affinity (normalized) is 0.0847. (2) The peptide sequence is LLAAVASSY. The MHC is HLA-B44:02 with pseudo-sequence HLA-B44:02. The binding affinity (normalized) is 0.213. (3) The peptide sequence is HKIPDPQGM. The MHC is HLA-A80:01 with pseudo-sequence HLA-A80:01. The binding affinity (normalized) is 0.0847.